This data is from Full USPTO retrosynthesis dataset with 1.9M reactions from patents (1976-2016). The task is: Predict the reactants needed to synthesize the given product. (1) Given the product [CH3:1][C:2]1[N:3]=[C:4]([N:10]2[CH2:14][CH2:13][N:12]([CH2:15][C:16]3[CH:21]=[CH:20][C:19]([C:22]([F:25])([F:24])[F:23])=[CH:18][CH:17]=3)[C:11]2=[O:26])[S:5][C:6]=1[C:7]1[NH:31][C:29]([CH3:30])=[N:41][N:9]=1, predict the reactants needed to synthesize it. The reactants are: [CH3:1][C:2]1[N:3]=[C:4]([N:10]2[CH2:14][CH2:13][N:12]([CH2:15][C:16]3[CH:21]=[CH:20][C:19]([C:22]([F:25])([F:24])[F:23])=[CH:18][CH:17]=3)[C:11]2=[O:26])[S:5][C:6]=1[C:7]([NH2:9])=O.CO[C:29](OC)([N:31](C)C)[CH3:30].C(O)(=O)C.O.[NH2:41]N. (2) Given the product [ClH:17].[CH3:1][C:2]([NH2:9])([CH3:8])[CH2:3][S:4]([CH3:7])(=[O:6])=[O:5], predict the reactants needed to synthesize it. The reactants are: [CH3:1][C:2]([NH:9]C(=O)OC(C)(C)C)([CH3:8])[CH2:3][S:4]([CH3:7])(=[O:6])=[O:5].[ClH:17]. (3) The reactants are: CN1C2C(C(F)(F)F)=CC(NC3C=NC=CC=3)=CC=2C2CNCCC12.C(OC([N:33]1[CH2:51][CH2:50][C@@H:36]2[N:37]([C:47](O)=O)[C:38]3[C:39]([C:45]#[N:46])=[CH:40][C:41]([NH2:44])=[CH:42][C:43]=3[C@@H:35]2[CH2:34]1)=O)(C)(C)C.Br[C:53]1[C:54]([C:59]#[N:60])=[N:55][CH:56]=[CH:57][CH:58]=1.C([O-])([O-])=O.[Cs+].[Cs+]. Given the product [C:59]([C:54]1[C:53]([NH:44][C:41]2[CH:42]=[C:43]3[C:38](=[C:39]([C:45]#[N:46])[CH:40]=2)[N:37]([CH3:47])[C@H:36]2[CH2:50][CH2:51][NH:33][CH2:34][C@@H:35]32)=[CH:58][CH:57]=[CH:56][N:55]=1)#[N:60], predict the reactants needed to synthesize it. (4) Given the product [Br:1][C:2]1[CH:3]=[C:4]([CH2:9][NH:10][C:11](=[O:18])[CH2:12][CH2:13][CH2:14][C:15]([NH:43][CH2:44][C:45]2[C:46]([NH:58][CH:59]3[CH2:60][CH2:61][O:62][CH2:63][CH2:64]3)=[C:47]3[CH:55]=[N:54][N:53]([CH2:56][CH3:57])[C:48]3=[N:49][C:50]=2[CH2:51][CH3:52])=[O:17])[CH:5]=[CH:6][C:7]=1[F:8], predict the reactants needed to synthesize it. The reactants are: [Br:1][C:2]1[CH:3]=[C:4]([CH2:9][NH:10][C:11](=[O:18])[CH2:12][CH2:13][CH2:14][C:15]([OH:17])=O)[CH:5]=[CH:6][C:7]=1[F:8].CN(C(ON1N=NC2C=CC=CC1=2)=[N+](C)C)C.F[P-](F)(F)(F)(F)F.[NH2:43][CH2:44][C:45]1[C:50]([CH2:51][CH3:52])=[N:49][C:48]2[N:53]([CH2:56][CH3:57])[N:54]=[CH:55][C:47]=2[C:46]=1[NH:58][CH:59]1[CH2:64][CH2:63][O:62][CH2:61][CH2:60]1.C(N(C(C)C)CC)(C)C. (5) Given the product [CH3:3][C:4]1[S:5][CH:6]=[C:7]([CH:9]([C:15]([CH3:16])=[O:17])[C:10]([O:12][CH2:13][CH3:14])=[O:11])[N:8]=1, predict the reactants needed to synthesize it. The reactants are: [H-].[Na+].[CH3:3][C:4]1[S:5][CH:6]=[C:7]([CH2:9][C:10]([O:12][CH2:13][CH3:14])=[O:11])[N:8]=1.[C:15](OCC)(=[O:17])[CH3:16]. (6) Given the product [F:19][C:16]1[CH:17]=[CH:18][C:13]([NH:12][C:6]2[C:5]3[C:10](=[CH:11][CH:2]=[CH:3][CH:4]=3)[N:9]=[CH:8][CH:7]=2)=[CH:14][CH:15]=1, predict the reactants needed to synthesize it. The reactants are: Cl[C:2]1[CH:11]=[C:10]2[C:5]([C:6]([NH:12][C:13]3[CH:18]=[CH:17][C:16]([F:19])=[CH:15][CH:14]=3)=[CH:7][CH:8]=[N:9]2)=[CH:4][CH:3]=1.[H][H].